Task: Predict the product of the given reaction.. Dataset: Forward reaction prediction with 1.9M reactions from USPTO patents (1976-2016) (1) Given the reactants C(OC([NH:8][CH:9]1[CH2:14][CH2:13][CH2:12][C:11]([O:18][C:19]2[CH:24]=[CH:23][CH:22]=[C:21]([F:25])[CH:20]=2)([C:15]([OH:17])=[O:16])[CH2:10]1)=O)(C)(C)C, predict the reaction product. The product is: [NH2:8][CH:9]1[CH2:14][CH2:13][CH2:12][C:11]([O:18][C:19]2[CH:24]=[CH:23][CH:22]=[C:21]([F:25])[CH:20]=2)([C:15]([OH:17])=[O:16])[CH2:10]1. (2) Given the reactants [O:1]1[CH2:5][CH2:4][CH2:3][CH2:2]1.[CH2:6]([OH:10])[CH:7]([CH3:9])[CH3:8].[H-].[Na+].[Br:13][C:14]1[N:31]([CH2:32][O:33][CH2:34][CH2:35][Si:36]([CH3:39])([CH3:38])[CH3:37])[C:17]2[CH:18]=[N:19][N:20]([CH2:23][O:24][CH2:25][CH2:26][Si:27]([CH3:30])([CH3:29])[CH3:28])C(=O)C=2C=1CBr, predict the reaction product. The product is: [Br:13][C:14]1[N:31]([CH2:32][O:33][CH2:34][CH2:35][Si:36]([CH3:39])([CH3:38])[CH3:37])[C:17]2[CH:18]=[N:19][N:20]([CH2:23][O:24][CH2:25][CH2:26][Si:27]([CH3:28])([CH3:29])[CH3:30])[C:5](=[O:1])[C:4]=2[C:3]=1[CH2:2][O:10][CH2:6][CH:7]([CH3:9])[CH3:8].